This data is from hERG potassium channel inhibition data for cardiac toxicity prediction from Karim et al.. The task is: Regression/Classification. Given a drug SMILES string, predict its toxicity properties. Task type varies by dataset: regression for continuous values (e.g., LD50, hERG inhibition percentage) or binary classification for toxic/non-toxic outcomes (e.g., AMES mutagenicity, cardiotoxicity, hepatotoxicity). Dataset: herg_karim. (1) The molecule is C[N+]1[C@H]2CC[C@@H]1C[C@H](OC(=O)C(CO)c1ccccc1)C2. The result is 1 (blocker). (2) The compound is CC(C)OC[C@H](Oc1ncnc2c1cnn2-c1ncccc1Cl)C(=O)Nc1ccc(Cl)cn1. The result is 0 (non-blocker). (3) The result is 0 (non-blocker). The drug is CC(=O)Nc1ccc([C@H](C)C(=O)Nc2ncc(C(C)C)s2)cc1. (4) The compound is c1ccc(-c2cc3c(ccn4cnnc34)nc2-c2ccc(CN3CCC(c4nnc(-c5ccccn5)[nH]4)CC3)cc2)cc1. The result is 0 (non-blocker). (5) The drug is O=C(N[C@H]1CCc2cc(CCN3CCN(c4nsc5ccccc45)CC3)ccc21)c1ccc(F)cc1. The result is 1 (blocker). (6) The molecule is Cc1ccc2c(-c3nnc(SCCCN4CCc5cc6nc(C)oc6c(Br)c5CC4)n3C)cccc2n1. The result is 1 (blocker). (7) The compound is NCCCOc1ccc2ncc(F)c(CCC34CCC(NCc5ccc6c(n5)NC(=O)CO6)(CC3)CO4)c2n1. The result is 1 (blocker). (8) The compound is O=c1ccc(OCCCN2CCCCC2)nn1-c1ccc(Cl)cc1. The result is 1 (blocker). (9) The molecule is O=C1O[C@]2(CC[C@H](c3nc4cc(OC(F)(F)F)ccc4[nH]3)CC2)CN1c1cccnc1F. The result is 0 (non-blocker).